This data is from Full USPTO retrosynthesis dataset with 1.9M reactions from patents (1976-2016). The task is: Predict the reactants needed to synthesize the given product. (1) Given the product [N:26]1[CH:31]=[CH:30][CH:29]=[CH:28][C:27]=1[N:2]1[N:3]=[C:4]([C:6]2[CH:7]=[C:8]([CH:11]=[CH:12][CH:13]=2)[C:9]#[N:10])[CH:5]=[N:1]1, predict the reactants needed to synthesize it. The reactants are: [NH:1]1[CH:5]=[C:4]([C:6]2[CH:7]=[C:8]([CH:11]=[CH:12][CH:13]=2)[C:9]#[N:10])[N:3]=[N:2]1.C[O-].[Na+].[O-]S(C(F)(F)F)(=O)=O.F[N+:26]1[CH:31]=[CH:30][CH:29]=[CH:28][CH:27]=1. (2) Given the product [C:2]([CH2:5][O:6][C:7]1[CH:8]=[C:9]([CH:19]=[C:20]([O:22][CH3:23])[CH:21]=1)[C:10]([NH:12][CH:13]1[CH2:14][CH2:15][N:16]([CH2:30][C:29]2[CH:32]=[C:33]([O:36][CH2:37][CH3:38])[C:34]([F:35])=[C:27]([O:26][CH2:24][CH3:25])[CH:28]=2)[CH2:17][CH2:18]1)=[O:11])(=[O:4])[NH2:3], predict the reactants needed to synthesize it. The reactants are: Cl.[C:2]([CH2:5][O:6][C:7]1[CH:8]=[C:9]([CH:19]=[C:20]([O:22][CH3:23])[CH:21]=1)[C:10]([NH:12][CH:13]1[CH2:18][CH2:17][NH:16][CH2:15][CH2:14]1)=[O:11])(=[O:4])[NH2:3].[CH2:24]([O:26][C:27]1[CH:28]=[C:29]([CH:32]=[C:33]([O:36][CH2:37][CH3:38])[C:34]=1[F:35])[CH:30]=O)[CH3:25].C([BH3-])#N.[Na+].C(N(C(C)C)C(C)C)C. (3) Given the product [Cl:1][C:2]1[CH:24]=[CH:23][C:5]([CH2:6][NH:7][C:8]([C:10]2[C:11](=[O:22])[C:12]3[CH:19]=[C:18]([CH2:20][N:35]([CH2:36][CH:37]([OH:38])[C:39]4[N:40]([CH3:44])[CH:41]=[CH:42][CH:43]=4)[CH3:34])[S:17][C:13]=3[N:14]([CH3:16])[CH:15]=2)=[O:9])=[CH:4][CH:3]=1, predict the reactants needed to synthesize it. The reactants are: [Cl:1][C:2]1[CH:24]=[CH:23][C:5]([CH2:6][NH:7][C:8]([C:10]2[C:11](=[O:22])[C:12]3[CH:19]=[C:18]([CH2:20]Cl)[S:17][C:13]=3[N:14]([CH3:16])[CH:15]=2)=[O:9])=[CH:4][CH:3]=1.C(N(CC)C(C)C)(C)C.[CH3:34][NH:35][CH2:36][CH:37]([C:39]1[N:40]([CH3:44])[CH:41]=[CH:42][CH:43]=1)[OH:38].O. (4) Given the product [I:1][C:2]1[C:3]([O:9][CH2:17][C:18]([O:20][C:21]([CH3:24])([CH3:23])[CH3:22])=[O:19])=[CH:4][CH:5]=[C:6]([CH3:8])[N:7]=1, predict the reactants needed to synthesize it. The reactants are: [I:1][C:2]1[N:7]=[C:6]([CH3:8])[CH:5]=[CH:4][C:3]=1[OH:9].C(=O)([O-])[O-].[K+].[K+].Br[CH2:17][C:18]([O:20][C:21]([CH3:24])([CH3:23])[CH3:22])=[O:19]. (5) Given the product [Br:1][C:2]1[C:3]([S:11][C:12]([CH3:15])([CH3:14])[CH3:13])=[C:4]([CH:7]=[CH:8][C:9]=1[I:10])[CH:5]=[N:17][OH:18], predict the reactants needed to synthesize it. The reactants are: [Br:1][C:2]1[C:3]([S:11][C:12]([CH3:15])([CH3:14])[CH3:13])=[C:4]([CH:7]=[CH:8][C:9]=1[I:10])[CH:5]=O.Cl.[NH2:17][OH:18]. (6) Given the product [NH2:1][C:2]1[C:3]([F:13])=[C:4]([CH:8]=[C:9]([F:12])[C:10]=1[F:11])[C:5]([NH:21][C:20]1[C:22]([CH3:36])=[CH:23][C:24]([C:26]([F:35])([C:27]([F:28])([F:29])[F:30])[C:31]([F:32])([F:33])[F:34])=[CH:25][C:19]=1[CH3:18])=[O:7], predict the reactants needed to synthesize it. The reactants are: [NH2:1][C:2]1[C:3]([F:13])=[C:4]([CH:8]=[C:9]([F:12])[C:10]=1[F:11])[C:5]([OH:7])=O.S(Cl)(Cl)=O.[CH3:18][C:19]1[CH:25]=[C:24]([C:26]([F:35])([C:31]([F:34])([F:33])[F:32])[C:27]([F:30])([F:29])[F:28])[CH:23]=[C:22]([CH3:36])[C:20]=1[NH2:21].N1C=CC=CC=1. (7) Given the product [Cl:29][C:25]1[CH:26]=[CH:27][CH:28]=[C:23]([Cl:22])[C:24]=1[C:30]1[C:34]([CH2:35][CH2:36][CH2:37][O:1][C:2]2[CH:7]=[CH:6][C:5]([C:8]3[CH:9]=[C:10]4[C:15](=[CH:16][CH:17]=3)[N:14]=[C:13]([C:18]([O:20][CH3:21])=[O:19])[CH:12]=[CH:11]4)=[CH:4][CH:3]=2)=[C:33]([CH:39]([CH3:40])[CH3:41])[O:32][N:31]=1, predict the reactants needed to synthesize it. The reactants are: [OH:1][C:2]1[CH:7]=[CH:6][C:5]([C:8]2[CH:9]=[C:10]3[C:15](=[CH:16][CH:17]=2)[N:14]=[C:13]([C:18]([O:20][CH3:21])=[O:19])[CH:12]=[CH:11]3)=[CH:4][CH:3]=1.[Cl:22][C:23]1[CH:28]=[CH:27][CH:26]=[C:25]([Cl:29])[C:24]=1[C:30]1[C:34]([CH2:35][CH2:36][CH2:37]O)=[C:33]([CH:39]([CH3:41])[CH3:40])[O:32][N:31]=1.C1(P(C2C=CC=CC=2)C2C=CC=CC=2)C=CC=CC=1.N(C(OC(C)C)=O)=NC(OC(C)C)=O. (8) Given the product [NH:1]1[C:5]2[CH:6]=[CH:7][C:8]([CH:10]=[O:11])=[CH:9][C:4]=2[N:3]=[CH:2]1, predict the reactants needed to synthesize it. The reactants are: [NH:1]1[C:5]2[CH:6]=[CH:7][C:8]([CH2:10][OH:11])=[CH:9][C:4]=2[N:3]=[CH:2]1.C[N+]1([O-])CCOCC1.CCOCC.